This data is from Full USPTO retrosynthesis dataset with 1.9M reactions from patents (1976-2016). The task is: Predict the reactants needed to synthesize the given product. Given the product [Cl:1][C:2]1[CH:10]=[CH:9][C:5]([C:6]([N:14]([O:15][CH3:16])[CH3:13])=[O:7])=[C:4]([I:11])[CH:3]=1, predict the reactants needed to synthesize it. The reactants are: [Cl:1][C:2]1[CH:10]=[CH:9][C:5]([C:6](O)=[O:7])=[C:4]([I:11])[CH:3]=1.Cl.[CH3:13][NH:14][O:15][CH3:16].C(N(CC)CC)C.F[P-](F)(F)(F)(F)F.CN(C(N(C)C)=[N+]1C2C(=NC=CC=2)[N+]([O-])=N1)C.CN(C(ON1N=NC2C=CC=NC1=2)=[N+](C)C)C.F[P-](F)(F)(F)(F)F.